Predict the product of the given reaction. From a dataset of Forward reaction prediction with 1.9M reactions from USPTO patents (1976-2016). (1) Given the reactants [CH2:1]([NH:3][C:4]([NH:6][N:7]([CH2:9][C:10]([OH:12])=O)[CH3:8])=[O:5])[CH3:2].[NH2:13][C@H:14]([C:23]([N:25]([C@@H:37]([CH3:45])[CH:38]([O:42][CH2:43][CH3:44])[O:39][CH2:40][CH3:41])[CH2:26][C:27]1[CH:28]=[CH:29][CH:30]=[C:31]2[C:36]=1[N:35]=[CH:34][CH:33]=[CH:32]2)=[O:24])[CH2:15][C:16]([O:18][C:19]([CH3:22])([CH3:21])[CH3:20])=[O:17], predict the reaction product. The product is: [CH2:40]([O:39][CH:38]([O:42][CH2:43][CH3:44])[C@@H:37]([N:25]([CH2:26][C:27]1[CH:28]=[CH:29][CH:30]=[C:31]2[C:36]=1[N:35]=[CH:34][CH:33]=[CH:32]2)[C:23](=[O:24])[C@@H:14]([NH:13][C:10](=[O:12])[CH2:9][N:7]([CH3:8])[NH:6][C:4](=[O:5])[NH:3][CH2:1][CH3:2])[CH2:15][C:16]([O:18][C:19]([CH3:21])([CH3:22])[CH3:20])=[O:17])[CH3:45])[CH3:41]. (2) Given the reactants F[C:2]1[CH:7]=[CH:6][C:5]([C:8]2[C:9]([C:15]([OH:17])=[O:16])=[C:10]([CH3:14])[CH:11]=[CH:12][CH:13]=2)=[CH:4][C:3]=1[N+:18]([O-:20])=[O:19].[CH3:21][N:22]([CH:24]=O)C, predict the reaction product. The product is: [CH2:21]([N:22]([CH2:24][CH:5]([CH3:6])[CH3:4])[C:2]1[CH:7]=[CH:6][C:5]([C:8]2[C:9]([C:15]([OH:17])=[O:16])=[C:10]([CH3:14])[CH:11]=[CH:12][CH:13]=2)=[CH:4][C:3]=1[N+:18]([O-:20])=[O:19])[CH:2]([CH3:7])[CH3:3]. (3) Given the reactants [Cl:1][C:2]1[C:10]([CH3:11])=[N:9][C:8]2[N:4]([N:5]=[C:6]3[CH2:14][N:13]([C:15]([C:17]4[CH:22]=[CH:21][C:20]([F:23])=[CH:19][C:18]=4[O:24][C@@H:25]4[CH2:29][CH2:28][NH:27][CH2:26]4)=[O:16])[CH2:12][C:7]3=2)[C:3]=1[CH3:30].[O:31]1[CH2:34][C:33](=O)[CH2:32]1.C(O[BH-](OC(=O)C)OC(=O)C)(=O)C.[Na+], predict the reaction product. The product is: [Cl:1][C:2]1[C:10]([CH3:11])=[N:9][C:8]2[N:4]([N:5]=[C:6]3[CH2:14][N:13]([C:15]([C:17]4[CH:22]=[CH:21][C:20]([F:23])=[CH:19][C:18]=4[O:24][C@@H:25]4[CH2:29][CH2:28][N:27]([CH:33]5[CH2:34][O:31][CH2:32]5)[CH2:26]4)=[O:16])[CH2:12][C:7]3=2)[C:3]=1[CH3:30].